This data is from Forward reaction prediction with 1.9M reactions from USPTO patents (1976-2016). The task is: Predict the product of the given reaction. (1) Given the reactants [O:1]=[C:2]1[C:7]2[S:8][CH:9]=[C:10](C(O)=O)[C:6]=2[CH2:5][CH2:4][CH2:3]1.C([N:16]([CH2:19]C)CC)C.C1(P(N=[N+]=[N-])(C2C=CC=CC=2)=[O:28])C=CC=CC=1.[C:38]([OH:42])([CH3:41])([CH3:40])[CH3:39], predict the reaction product. The product is: [C:38]([O:42][C:19](=[O:28])[NH:16][C:10]1[C:6]2[CH2:5][CH2:4][CH2:3][C:2](=[O:1])[C:7]=2[S:8][CH:9]=1)([CH3:41])([CH3:40])[CH3:39]. (2) Given the reactants [Cl:1][C:2]1[CH:3]=[C:4]([CH:8]=[C:9]([Cl:15])[C:10]=1[C:11]([O:13][CH3:14])=[O:12])[C:5](O)=[O:6].C([N:18](CC)CC)C.ClC(OCC)=O, predict the reaction product. The product is: [C:5]([C:4]1[CH:3]=[C:2]([Cl:1])[C:10]([C:11]([O:13][CH3:14])=[O:12])=[C:9]([Cl:15])[CH:8]=1)(=[O:6])[NH2:18]. (3) The product is: [CH3:27][C:12]1([S:14]([C:17]2[CH:22]=[CH:21][CH:20]=[C:19]([C:23]([F:26])([F:25])[F:24])[CH:18]=2)(=[O:16])=[O:15])[CH2:11][CH2:10][O:9][CH:8]([C:5]2[CH:6]=[CH:7][C:2]([N:28]3[CH:32]=[N:31][CH:30]=[N:29]3)=[CH:3][CH:4]=2)[CH2:13]1. Given the reactants Br[C:2]1[CH:7]=[CH:6][C:5]([CH:8]2[CH2:13][C:12]([CH3:27])([S:14]([C:17]3[CH:22]=[CH:21][CH:20]=[C:19]([C:23]([F:26])([F:25])[F:24])[CH:18]=3)(=[O:16])=[O:15])[CH2:11][CH2:10][O:9]2)=[CH:4][CH:3]=1.[NH:28]1[CH:32]=[N:31][CH:30]=[N:29]1.[O-]P([O-])([O-])=O.[K+].[K+].[K+], predict the reaction product. (4) Given the reactants Br[CH2:2][C:3]([NH:5][C:6]1[CH:11]=[CH:10][CH:9]=[CH:8][N:7]=1)=[O:4].C(=O)([O-])[O-].[K+].[K+].[CH3:18][O:19][C:20]1[CH:21]=[C:22]2[C:27](=[CH:28][CH:29]=1)[N:26]=[CH:25][N:24]=[C:23]2[O:30][CH2:31][CH:32]1[CH2:37][CH2:36][CH:35]([NH2:38])[CH2:34][CH2:33]1, predict the reaction product. The product is: [CH3:18][O:19][C:20]1[CH:21]=[C:22]2[C:27](=[CH:28][CH:29]=1)[N:26]=[CH:25][N:24]=[C:23]2[O:30][CH2:31][CH:32]1[CH2:37][CH2:36][CH:35]([NH:38][CH2:2][C:3]([NH:5][C:6]2[CH:11]=[CH:10][CH:9]=[CH:8][N:7]=2)=[O:4])[CH2:34][CH2:33]1. (5) Given the reactants [Br:1][C:2]1[CH:3]=[C:4]([CH2:8][C:9]([O:11][CH3:12])=[O:10])[CH:5]=[CH:6][CH:7]=1.[Cl:13][S:14](O)(=[O:16])=[O:15], predict the reaction product. The product is: [Br:1][C:2]1[CH:7]=[CH:6][C:5]([S:14]([Cl:13])(=[O:16])=[O:15])=[C:4]([CH2:8][C:9]([O:11][CH3:12])=[O:10])[CH:3]=1. (6) Given the reactants [CH3:1][N:2]([C:4](=[O:36])[C:5]([NH:7][C:8]12[CH2:16][CH2:15][CH:12]([CH2:13][CH2:14]1)[CH2:11][N:10]1[C:17](=[O:35])[C:18]([O:26]C(C3C=CC=CC=3)=O)=[C:19]([C:21]([O:23]CC)=O)[N:20]=[C:9]21)=[O:6])[CH3:3].N(C)C.[C:40]1([CH2:46][NH2:47])[CH:45]=[CH:44][CH:43]=[CH:42][CH:41]=1.C(N(CC)CC)C, predict the reaction product. The product is: [CH2:46]([NH:47][C:21]([C:19]1[N:20]=[C:9]2[C:8]3([NH:7][C:5](=[O:6])[C:4]([N:2]([CH3:3])[CH3:1])=[O:36])[CH2:16][CH2:15][CH:12]([CH2:13][CH2:14]3)[CH2:11][N:10]2[C:17](=[O:35])[C:18]=1[OH:26])=[O:23])[C:40]1[CH:45]=[CH:44][CH:43]=[CH:42][CH:41]=1. (7) Given the reactants [Cl:1][C:2]1[CH:3]=[C:4]([NH:9][C:10]([NH:12][C:13]2[CH:14]=[C:15]3[C:19](=[CH:20][CH:21]=2)[N:18]([C:22]2[N:30]=[C:29]([NH:31][C@H:32]4[CH2:37][CH2:36][C@H:35]([NH:38]C(OC(C)(C)C)=O)[CH2:34][CH2:33]4)[N:28]=[C:27]4[C:23]=2[N:24]=[CH:25][N:26]4C(OC(C)(C)C)=O)[CH2:17][CH2:16]3)=[O:11])[CH:5]=[CH:6][C:7]=1[Cl:8].Cl, predict the reaction product. The product is: [NH2:38][C@H:35]1[CH2:34][CH2:33][C@H:32]([NH:31][C:29]2[N:28]=[C:27]3[C:23]([N:24]=[CH:25][NH:26]3)=[C:22]([N:18]3[C:19]4[C:15](=[CH:14][C:13]([NH:12][C:10]([NH:9][C:4]5[CH:5]=[CH:6][C:7]([Cl:8])=[C:2]([Cl:1])[CH:3]=5)=[O:11])=[CH:21][CH:20]=4)[CH2:16][CH2:17]3)[N:30]=2)[CH2:37][CH2:36]1.